This data is from Rat liver microsome stability data. The task is: Regression/Classification. Given a drug SMILES string, predict its absorption, distribution, metabolism, or excretion properties. Task type varies by dataset: regression for continuous measurements (e.g., permeability, clearance, half-life) or binary classification for categorical outcomes (e.g., BBB penetration, CYP inhibition). Dataset: rlm. (1) The compound is COc1ccc(-n2nc(C3CCCN(C(=O)c4cccc(OC)c4)C3)nc2O)cc1. The result is 1 (stable in rat liver microsomes). (2) The drug is NS(=O)(=O)c1ccc(-c2cnn3cc(-c4ccc(OCCN5CCCC5)cc4)cnc23)c2ccccc12. The result is 0 (unstable in rat liver microsomes). (3) The molecule is C1=CCOCc2cc(ccc2OCCN2CCCC2)Nc2nccc(n2)-c2cccc(c2)COC1. The result is 1 (stable in rat liver microsomes). (4) The compound is CC(C)=CCNc1ncnc2[nH]cnc12. The result is 0 (unstable in rat liver microsomes). (5) The drug is Cc1nn2c(c1-c1ccccc1-c1ccccc1)N(Cc1ccc(C(=O)O)s1)CCC2. The result is 1 (stable in rat liver microsomes).